This data is from Reaction yield outcomes from USPTO patents with 853,638 reactions. The task is: Predict the reaction yield, written as a fraction of the theoretical maximum amount of product (1.0 means a 100% yield; for example, 0.34 means a 34% yield). (1) The reactants are F[C:2]1[CH:7]=[C:6]([CH:8]([CH2:17][C:18](=[O:23])[C:19]([CH3:22])([CH3:21])[CH3:20])[C:9]([C:11]2[CH:16]=[CH:15][CH:14]=[CH:13][CH:12]=2)=O)[CH:5]=[CH:4][N:3]=1.C([O-])(O)=[O:25].[Na+].CCOC(C)=O. The catalyst is C(O)(=O)C. The product is [C:19]([C:18]1[O:23][C:9]([C:11]2[CH:16]=[CH:15][CH:14]=[CH:13][CH:12]=2)=[C:8]([C:6]2[CH:5]=[CH:4][NH:3][C:2](=[O:25])[CH:7]=2)[CH:17]=1)([CH3:22])([CH3:20])[CH3:21]. The yield is 0.780. (2) The reactants are Br[C:2]1[S:3][C:4]([C:7]([O:9][CH3:10])=[O:8])=[CH:5][N:6]=1.[NH:11]1[CH2:16][CH2:15][NH:14][CH2:13][CH2:12]1.C(=O)([O-])[O-].[K+].[K+]. The catalyst is C(#N)C. The product is [CH3:10][O:9][C:7]([C:4]1[S:3][C:2]([N:11]2[CH2:16][CH2:15][NH:14][CH2:13][CH2:12]2)=[N:6][CH:5]=1)=[O:8]. The yield is 0.798. (3) The product is [Br:1][C:2]1[CH:7]=[C:6]([N+:8]([O-:10])=[O:9])[C:5]([NH2:11])=[C:4]([CH:18]2[CH2:22][CH2:21][CH2:20][O:19]2)[C:3]=1[F:23]. The yield is 0.940. The reactants are [Br:1][C:2]1[CH:7]=[C:6]([N+:8]([O-:10])=[O:9])[C:5]([NH:11]C(=O)C(F)(F)F)=[C:4]([CH:18]2[CH2:22][CH2:21][CH2:20][O:19]2)[C:3]=1[F:23].O1CCOCC1.S(=O)(=O)(O)O.C([O-])(O)=O.[Na+]. The catalyst is CCOC(C)=O. (4) The reactants are C[O:2][CH2:3][C:4]1([C:21]([N:23]2[CH2:32][CH2:31][C:30]3[N:29]=[CH:28][C:27]([C:33]([F:36])([F:35])[F:34])=[CH:26][C:25]=3[CH2:24]2)=[O:22])[CH2:8][CH2:7][N:6]([CH2:9][C:10]2[CH:11]=[CH:12][C:13]3[O:17][C:16](=[O:18])[N:15]([CH3:19])[C:14]=3[CH:20]=2)[CH2:5]1.B(Br)(Br)Br. The catalyst is C(Cl)Cl. The product is [OH:2][CH2:3][C:4]1([C:21]([N:23]2[CH2:32][CH2:31][C:30]3[N:29]=[CH:28][C:27]([C:33]([F:35])([F:36])[F:34])=[CH:26][C:25]=3[CH2:24]2)=[O:22])[CH2:8][CH2:7][N:6]([CH2:9][C:10]2[CH:11]=[CH:12][C:13]3[O:17][C:16](=[O:18])[N:15]([CH3:19])[C:14]=3[CH:20]=2)[CH2:5]1. The yield is 0.230. (5) The reactants are [Cl:1][C:2]1[CH:3]=[C:4]2[C:8](=[CH:9][CH:10]=1)[N:7]([CH2:11][C:12]([O:14]C)=[O:13])[C:6]([CH3:16])=[C:5]2[CH2:17][C:18]1[CH:23]=[CH:22][C:21](=[O:24])[N:20]([CH2:25][C:26]2[CH:31]=[CH:30][CH:29]=[C:28]([F:32])[CH:27]=2)[CH:19]=1.O.[OH-].[Li+]. The catalyst is CCO. The product is [Cl:1][C:2]1[CH:3]=[C:4]2[C:8](=[CH:9][CH:10]=1)[N:7]([CH2:11][C:12]([OH:14])=[O:13])[C:6]([CH3:16])=[C:5]2[CH2:17][C:18]1[CH:23]=[CH:22][C:21](=[O:24])[N:20]([CH2:25][C:26]2[CH:31]=[CH:30][CH:29]=[C:28]([F:32])[CH:27]=2)[CH:19]=1. The yield is 0.600. (6) The catalyst is CO.O. The yield is 0.840. The reactants are C[O:2][C:3]([C:5]1([C:8]2[CH:9]=[CH:10][C:11]3[O:15][C:14](=[O:16])[NH:13][C:12]=3[CH:17]=2)[CH2:7][CH2:6]1)=[O:4].O[Li].O. The product is [O:16]=[C:14]1[NH:13][C:12]2[CH:17]=[C:8]([C:5]3([C:3]([OH:4])=[O:2])[CH2:7][CH2:6]3)[CH:9]=[CH:10][C:11]=2[O:15]1.